Dataset: Reaction yield outcomes from USPTO patents with 853,638 reactions. Task: Predict the reaction yield, written as a fraction of the theoretical maximum amount of product (1.0 means a 100% yield; for example, 0.34 means a 34% yield). (1) The reactants are [F:1][C:2]1[CH:7]=[C:6]([F:8])[C:5]([F:9])=[CH:4][C:3]=1[NH2:10].[Br:11][C:12]1[S:16][C:15]([CH:17]=O)=[CH:14][CH:13]=1.[BH4-].[Na+]. The catalyst is CCO.CO. The product is [Br:11][C:12]1[S:16][C:15]([CH2:17][NH:10][C:3]2[CH:4]=[C:5]([F:9])[C:6]([F:8])=[CH:7][C:2]=2[F:1])=[CH:14][CH:13]=1. The yield is 0.0820. (2) The reactants are [CH2:1]([N:8]1[C:12]([NH2:13])=[CH:11][CH:10]=[N:9]1)[C:2]1[CH:7]=[CH:6][CH:5]=[CH:4][CH:3]=1.[O:14]1[C:18]2([CH2:23][CH2:22][C:21](=O)[CH2:20][CH2:19]2)[O:17][CH2:16][CH2:15]1.C(O[BH-](OC(=O)C)OC(=O)C)(=O)C.[Na+]. The catalyst is C(O)(=O)C. The product is [CH2:1]([N:8]1[C:12]([NH:13][CH:21]2[CH2:22][CH2:23][C:18]3([O:17][CH2:16][CH2:15][O:14]3)[CH2:19][CH2:20]2)=[CH:11][CH:10]=[N:9]1)[C:2]1[CH:3]=[CH:4][CH:5]=[CH:6][CH:7]=1. The yield is 0.780. (3) The reactants are Cl[S:2]([C:5]1[CH:13]=[CH:12][C:8]([C:9]([OH:11])=[O:10])=[CH:7][CH:6]=1)(=[O:4])=[O:3].[NH:14]1[CH2:19][CH2:18][O:17][CH2:16][CH2:15]1.O. The catalyst is C1COCC1. The product is [N:14]1([S:2]([C:5]2[CH:13]=[CH:12][C:8]([C:9]([OH:11])=[O:10])=[CH:7][CH:6]=2)(=[O:4])=[O:3])[CH2:19][CH2:18][O:17][CH2:16][CH2:15]1. The yield is 0.200. (4) The reactants are [OH-].[K+].[C:3]([C:6]1[CH:11]=[CH:10][CH:9]=[CH:8][CH:7]=1)(=[O:5])[CH3:4].Cl. The catalyst is CC(O)C. The product is [C:6]1([C@@H:3]([OH:5])[CH3:4])[CH:11]=[CH:10][CH:9]=[CH:8][CH:7]=1. The yield is 0.430. (5) The reactants are [CH3:1][C:2]1([CH3:10])[CH2:7][CH2:6][CH2:5][NH:4][CH:3]1[CH2:8][NH2:9].[Br:11][C:12]1[CH:13]=[CH:14][C:15](F)=[N:16][CH:17]=1.C(N(C(C)C)CC)(C)C.C(=O)([O-])[O-].[K+].[K+]. The catalyst is CN(C)C=O. The product is [Br:11][C:12]1[CH:13]=[CH:14][C:15]([NH:9][CH2:8][CH:3]2[C:2]([CH3:10])([CH3:1])[CH2:7][CH2:6][CH2:5][NH:4]2)=[N:16][CH:17]=1. The yield is 0.670. (6) The reactants are [F:1][C:2]1[CH:3]=[C:4]2[C:8](=[CH:9][CH:10]=1)[N:7]([CH2:11][C:12]([O:14]C(C)(C)C)=[O:13])[C:6]([CH3:19])=[C:5]2[C:20]1[C:29]2[C:24](=[CH:25][CH:26]=[CH:27][CH:28]=2)[C:23](=[O:30])[N:22]([CH2:31][CH2:32][C:33](O)(C)[CH3:34])[N:21]=1.C(O)(C(F)(F)F)=[O:38]. No catalyst specified. The product is [F:1][C:2]1[CH:3]=[C:4]2[C:8](=[CH:9][CH:10]=1)[N:7]([CH2:11][C:12]([OH:14])=[O:13])[C:6]([CH3:19])=[C:5]2[C:20]1[C:29]2[C:24](=[CH:25][CH:26]=[CH:27][CH:28]=2)[C:23](=[O:30])[N:22]([CH2:31][C:32](=[O:38])[CH2:33][CH3:34])[N:21]=1. The yield is 0.423.